Dataset: Forward reaction prediction with 1.9M reactions from USPTO patents (1976-2016). Task: Predict the product of the given reaction. (1) Given the reactants C([O:8][C:9]1[C:13]([CH2:14][C:15]([O:17][CH3:18])=[O:16])=[CH:12][N:11]([CH:19]2[CH2:24][CH2:23][CH2:22][CH2:21][CH2:20]2)[N:10]=1)C1C=CC=CC=1, predict the reaction product. The product is: [CH:19]1([N:11]2[CH:12]=[C:13]([CH2:14][C:15]([O:17][CH3:18])=[O:16])[C:9]([OH:8])=[N:10]2)[CH2:20][CH2:21][CH2:22][CH2:23][CH2:24]1. (2) Given the reactants C(N(CC)CC)C.Cl.[CH2:9]([O:11][C:12](=[O:15])[CH2:13][NH2:14])[CH3:10].[CH3:16][O:17][CH2:18][C:19](Cl)=[O:20], predict the reaction product. The product is: [CH2:9]([O:11][C:12](=[O:15])[CH2:13][NH:14][C:19](=[O:20])[CH2:18][O:17][CH3:16])[CH3:10].